Task: Predict the product of the given reaction.. Dataset: Forward reaction prediction with 1.9M reactions from USPTO patents (1976-2016) (1) Given the reactants Cl.[CH3:2][NH:3][CH2:4][CH2:5][NH:6][S:7]([C:10]1[CH:15]=[C:14]([S:16]([C:19]2[CH:24]=[CH:23][CH:22]=[CH:21][CH:20]=2)(=[O:18])=[O:17])[CH:13]=[CH:12][C:11]=1[C:25]([F:28])([F:27])[F:26])(=[O:9])=[O:8].N1([C:34]([NH:36][CH:37]2[CH2:42][CH2:41][N:40]([C:43]([O:45][C:46]([CH3:49])([CH3:48])[CH3:47])=[O:44])[CH2:39][CH2:38]2)=[O:35])C=CN=C1.C(N(C(C)C)CC)(C)C, predict the reaction product. The product is: [CH3:2][N:3]([CH2:4][CH2:5][NH:6][S:7]([C:10]1[CH:15]=[C:14]([S:16]([C:19]2[CH:24]=[CH:23][CH:22]=[CH:21][CH:20]=2)(=[O:18])=[O:17])[CH:13]=[CH:12][C:11]=1[C:25]([F:28])([F:26])[F:27])(=[O:9])=[O:8])[C:34]([NH:36][CH:37]1[CH2:42][CH2:41][N:40]([C:43]([O:45][C:46]([CH3:49])([CH3:48])[CH3:47])=[O:44])[CH2:39][CH2:38]1)=[O:35]. (2) Given the reactants Cl.C(O)C.[Br:5][C:6]1[CH:15]=[C:14]2[C:9]([C:10]([NH:16][C:17]3[CH:22]=[CH:21][C:20]([F:23])=[C:19]([Cl:24])[CH:18]=3)=[N:11][CH:12]=[N:13]2)=[CH:8][C:7]=1[N+:25]([O-])=O.[OH-].[Na+], predict the reaction product. The product is: [Br:5][C:6]1[CH:15]=[C:14]2[C:9]([C:10]([NH:16][C:17]3[CH:22]=[CH:21][C:20]([F:23])=[C:19]([Cl:24])[CH:18]=3)=[N:11][CH:12]=[N:13]2)=[CH:8][C:7]=1[NH2:25]. (3) Given the reactants [C:1](#[N:5])[CH2:2][C:3]#[N:4].[F:6][C:7]1[CH:14]=[CH:13][C:10]([CH:11]=O)=[CH:9][CH:8]=1.[BH4-].[Na+].Cl, predict the reaction product. The product is: [F:6][C:7]1[CH:14]=[CH:13][C:10]([CH2:11][CH:2]([C:1]#[N:5])[C:3]#[N:4])=[CH:9][CH:8]=1. (4) Given the reactants [F:1][C:2]1[CH:3]=[C:4]([CH2:9][C:10]([NH:12][C@H:13]([C:15]([OH:17])=O)[CH3:14])=[O:11])[CH:5]=[C:6]([F:8])[CH:7]=1.Cl.[NH2:19][C@@H:20]([CH2:25][C:26]1[C:35]2[C:30](=[CH:31][CH:32]=[CH:33][CH:34]=2)[CH:29]=[CH:28][CH:27]=1)[C:21]([O:23][CH3:24])=[O:22], predict the reaction product. The product is: [F:8][C:6]1[CH:5]=[C:4]([CH2:9][C:10]([NH:12][C@H:13]([C:15]([NH:19][C@@H:20]([CH2:25][C:26]2[C:35]3[C:30](=[CH:31][CH:32]=[CH:33][CH:34]=3)[CH:29]=[CH:28][CH:27]=2)[C:21]([O:23][CH3:24])=[O:22])=[O:17])[CH3:14])=[O:11])[CH:3]=[C:2]([F:1])[CH:7]=1.